Task: Predict the reaction yield, written as a fraction of the theoretical maximum amount of product (1.0 means a 100% yield; for example, 0.34 means a 34% yield).. Dataset: Reaction yield outcomes from USPTO patents with 853,638 reactions (1) The yield is 0.440. The product is [CH:18]1([CH2:21][O:22][CH:23]2[CH2:28][CH2:27][N:26]([CH2:2][CH2:3][CH2:4][N:5]3[C:10]4[CH:11]=[C:12]([F:16])[C:13]([F:15])=[CH:14][C:9]=4[O:8][CH2:7][C:6]3=[O:17])[CH2:25][CH2:24]2)[CH2:19][CH2:20]1. The catalyst is CC#N. The reactants are Cl[CH2:2][CH2:3][CH2:4][N:5]1[C:10]2[CH:11]=[C:12]([F:16])[C:13]([F:15])=[CH:14][C:9]=2[O:8][CH2:7][C:6]1=[O:17].[CH:18]1([CH2:21][O:22][CH:23]2[CH2:28][CH2:27][NH:26][CH2:25][CH2:24]2)[CH2:20][CH2:19]1.[Na+].[I-].C([O-])([O-])=O.[K+].[K+]. (2) The reactants are [OH-].[K+].[CH2:3]([O:10][C:11]([NH:13][C@@H:14]([CH2:19][C:20]1[CH:25]=[CH:24][CH:23]=[CH:22][CH:21]=1)[C@H:15]([OH:18])[CH2:16]Cl)=[O:12])[C:4]1[CH:9]=[CH:8][CH:7]=[CH:6][CH:5]=1. The catalyst is C(O)C.ClCCl. The product is [CH2:3]([O:10][C:11]([NH:13][C@@H:14]([CH2:19][C:20]1[CH:25]=[CH:24][CH:23]=[CH:22][CH:21]=1)[C@@H:15]1[O:18][CH2:16]1)=[O:12])[C:4]1[CH:9]=[CH:8][CH:7]=[CH:6][CH:5]=1. The yield is 0.770.